Dataset: Catalyst prediction with 721,799 reactions and 888 catalyst types from USPTO. Task: Predict which catalyst facilitates the given reaction. (1) Reactant: Cl.[NH:2]1[CH:6]=[CH:5][N:4]=[C:3]1[C:7]1[N:12]=[CH:11][CH:10]=[CH:9][N:8]=1.[H-].[Na+].[CH3:15][O:16][C:17](=[O:20])[CH2:18]Br.[NH4+].[Cl-]. Product: [CH3:15][O:16][C:17](=[O:20])[CH2:18][N:2]1[CH:6]=[CH:5][N:4]=[C:3]1[C:7]1[N:8]=[CH:9][CH:10]=[CH:11][N:12]=1. The catalyst class is: 1. (2) Reactant: [C:1]([C:3]1[C:4]([Cl:15])=[N:5][C:6](Cl)=[C:7]([CH:13]=1)[C:8]([O:10]CC)=[O:9])#[N:2].[N:16]1[N:17](C2C=C(C=CC=2)N)[N:18]=[CH:19][CH:20]=1.CC[N:30]([CH:34]([CH3:36])[CH3:35])C(C)C.[Li+].[OH-].[CH2:39]1[CH2:43]OC[CH2:40]1. Product: [N:16]1[N:17]([C:7]2([CH:13]=[C:3]([C:1]#[N:2])[C:4]([Cl:15])=[N:5][CH:6]2[NH:30][C:34]2[CH:35]=[CH:43][CH:39]=[CH:40][CH:36]=2)[C:8]([OH:10])=[O:9])[N:18]=[CH:19][CH:20]=1. The catalyst class is: 47. (3) Reactant: [OH:1][C:2]1[CH:3]=[CH:4][C:5]([C:8]([NH:10][C:11]2[CH:12]=[CH:13][C:14]3[O:44][C@@H:43]([CH3:45])[CH2:42][C@H:18]4[S:19](=[O:41])(=[O:40])[C:20]([CH3:39])([CH3:38])[C:21]([N:23]([C:31]([O:33][C:34]([CH3:37])([CH3:36])[CH3:35])=[O:32])[C:24](=[O:30])[O:25][C:26]([CH3:29])([CH3:28])[CH3:27])=[N:22][C@:17]4([CH3:46])[C:15]=3[CH:16]=2)=[O:9])=[N:6][CH:7]=1.[O:47]1[CH:51]=[CH:50][N:49]=[C:48]1[CH2:52]O.C1(P(C2C=CC=CC=2)C2C=CC=CC=2)C=CC=CC=1.N(C(OC(C)C)=O)=NC(OC(C)C)=O. Product: [CH3:38][C:20]1([CH3:39])[S:19](=[O:41])(=[O:40])[C@@H:18]2[CH2:42][C@H:43]([CH3:45])[O:44][C:14]3[CH:13]=[CH:12][C:11]([NH:10][C:8]([C:5]4[CH:4]=[CH:3][C:2]([O:1][CH2:52][C:48]5[O:47][CH:51]=[CH:50][N:49]=5)=[CH:7][N:6]=4)=[O:9])=[CH:16][C:15]=3[C@@:17]2([CH3:46])[N:22]=[C:21]1[N:23]([C:24]([O:25][C:26]([CH3:29])([CH3:27])[CH3:28])=[O:30])[C:31](=[O:32])[O:33][C:34]([CH3:35])([CH3:36])[CH3:37]. The catalyst class is: 1. (4) Reactant: [CH3:1][S:2]([CH2:5][C:6]1[CH:11]=[C:10]([N:12]2[CH2:17][CH2:16][O:15][CH2:14][CH2:13]2)[N:9]=[C:8]([C:18]2[CH:23]=[CH:22][C:21]([NH:24][C:25](=[O:33])OC3C=CC=CC=3)=[CH:20][CH:19]=2)[N:7]=1)(=[O:4])=[O:3].C(N(CC)CC)C.[CH3:41][NH:42][CH2:43][CH2:44][OH:45]. Product: [OH:45][CH2:44][CH2:43][N:42]([CH3:41])[C:25]([NH:24][C:21]1[CH:20]=[CH:19][C:18]([C:8]2[N:7]=[C:6]([CH2:5][S:2]([CH3:1])(=[O:4])=[O:3])[CH:11]=[C:10]([N:12]3[CH2:17][CH2:16][O:15][CH2:14][CH2:13]3)[N:9]=2)=[CH:23][CH:22]=1)=[O:33]. The catalyst class is: 37. (5) Reactant: [Cl:1][C:2]1[CH:7]=[CH:6][C:5]([C@@H:8]([C:24]2[CH:29]=[CH:28][CH:27]=[CH:26][N:25]=2)[O:9][CH:10]2[CH2:15][CH2:14][N:13]([CH2:16][CH2:17][CH2:18][C:19]([O:21]CC)=[O:20])[CH2:12][CH2:11]2)=[CH:4][CH:3]=1.[OH-].[Na+].Cl. The catalyst class is: 8. Product: [Cl:1][C:2]1[CH:3]=[CH:4][C:5]([C@@H:8]([C:24]2[CH:29]=[CH:28][CH:27]=[CH:26][N:25]=2)[O:9][CH:10]2[CH2:15][CH2:14][N:13]([CH2:16][CH2:17][CH2:18][C:19]([OH:21])=[O:20])[CH2:12][CH2:11]2)=[CH:6][CH:7]=1. (6) Product: [CH3:11][N:8]1[C:9]2[C:5](=[CH:4][CH:3]=[C:2]([C:16]#[N:17])[CH:10]=2)[C:6]([CH3:14])([CH3:13])[C:7]1=[O:12]. Reactant: Br[C:2]1[CH:10]=[C:9]2[C:5]([C:6]([CH3:14])([CH3:13])[C:7](=[O:12])[N:8]2[CH3:11])=[CH:4][CH:3]=1.O.[CH3:16][N:17](C=O)C. The catalyst class is: 267.